From a dataset of Forward reaction prediction with 1.9M reactions from USPTO patents (1976-2016). Predict the product of the given reaction. (1) Given the reactants Cl[C:2]1[C:3]([C:16]2[CH:21]=[CH:20][CH:19]=[CH:18][CH:17]=2)=[N:4][C:5]2[C:10]([N:11]=1)=[CH:9][C:8]([C:12]([O:14][CH3:15])=[O:13])=[CH:7][CH:6]=2.[CH2:22]([O:24][C:25]1[CH:30]=[CH:29][C:28](B(O)O)=[CH:27][CH:26]=1)[CH3:23], predict the reaction product. The product is: [CH2:22]([O:24][C:25]1[CH:30]=[CH:29][C:28]([C:2]2[C:3]([C:16]3[CH:21]=[CH:20][CH:19]=[CH:18][CH:17]=3)=[N:4][C:5]3[C:10]([N:11]=2)=[CH:9][C:8]([C:12]([O:14][CH3:15])=[O:13])=[CH:7][CH:6]=3)=[CH:27][CH:26]=1)[CH3:23]. (2) Given the reactants [CH3:1][O:2][C:3]([C:5]1[C:10]([O:11]C(=O)C2C=CC=CC=2)=[C:9]([OH:20])[N:8]=[C:7]([C@@H:21]2[CH2:25][C@H:24]([F:26])[CH2:23][N:22]2[C:27]([O:29][CH2:30][C:31]2[CH:36]=[CH:35][CH:34]=[CH:33][CH:32]=2)=[O:28])[N:6]=1)=[O:4].[H-].[Li+].S(OC)(OC)(=O)=O.C(O)(=O)C, predict the reaction product. The product is: [CH3:1][O:2][C:3]([C:5]1[C:10]([OH:11])=[C:9]([OH:20])[N:8]=[C:7]([C@@H:21]2[CH2:25][C@H:24]([F:26])[CH2:23][N:22]2[C:27]([O:29][CH2:30][C:31]2[CH:36]=[CH:35][CH:34]=[CH:33][CH:32]=2)=[O:28])[N:6]=1)=[O:4]. (3) Given the reactants [NH2:1][C:2]1[O:3][CH2:4][C@@:5]2([N:22]=1)[C:18]1[CH:17]=[C:16](O)[CH:15]=[C:14]([F:20])[C:13]=1[O:12][C:11]1[C:6]2=[CH:7][C:8](Br)=[CH:9][CH:10]=1.[C:23]([C:26]1[CH:27]=[C:28](B(O)O)[CH:29]=[N:30][CH:31]=1)#[C:24][CH3:25].[CH3:35][C:36]([OH:40])([C:38]#[CH:39])[CH3:37], predict the reaction product. The product is: [NH2:1][C:2]1[O:3][CH2:4][C@:5]2([N:22]=1)[C:6]1[CH:7]=[C:8]([C:28]3[CH:29]=[N:30][CH:31]=[C:26]([C:23]#[C:24][CH3:25])[CH:27]=3)[CH:9]=[CH:10][C:11]=1[O:12][C:13]1[C:18]2=[CH:17][C:16]([C:39]#[C:38][C:36]([CH3:37])([OH:40])[CH3:35])=[CH:15][C:14]=1[F:20]. (4) Given the reactants [Cl-].O[NH3+:3].[C:4](=[O:7])([O-])[OH:5].[Na+].CS(C)=O.[OH:13][C@H:14]1[CH2:19][CH2:18][C@H:17]([N:20]2[C:25](=[O:26])[C:24]([CH2:27][C:28]3[CH:33]=[CH:32][C:31]([C:34]4[C:35]([C:40]#[N:41])=[CH:36][CH:37]=[CH:38][CH:39]=4)=[CH:30][CH:29]=3)=[C:23]([CH2:42][CH2:43][CH3:44])[N:22]3[N:45]=[CH:46][CH:47]=[C:21]23)[CH2:16][CH2:15]1, predict the reaction product. The product is: [OH:13][C@H:14]1[CH2:15][CH2:16][C@H:17]([N:20]2[C:25](=[O:26])[C:24]([CH2:27][C:28]3[CH:33]=[CH:32][C:31]([C:34]4[CH:39]=[CH:38][CH:37]=[CH:36][C:35]=4[C:40]4[NH:3][C:4](=[O:7])[O:5][N:41]=4)=[CH:30][CH:29]=3)=[C:23]([CH2:42][CH2:43][CH3:44])[N:22]3[N:45]=[CH:46][CH:47]=[C:21]23)[CH2:18][CH2:19]1.